The task is: Predict which catalyst facilitates the given reaction.. This data is from Catalyst prediction with 721,799 reactions and 888 catalyst types from USPTO. (1) Reactant: [C:1]([N:9]1[CH2:14][CH2:13][C:12]([CH2:16][N:17]2[C:22](=[O:23])[C:21]3[CH:24]=[N:25][N:26]([C:27]4[CH:32]=[CH:31][CH:30]=[CH:29][C:28]=4[O:33]C)[C:20]=3[N:19]=[CH:18]2)([OH:15])[CH2:11][CH2:10]1)(=[O:8])[C:2]1[CH:7]=[CH:6][CH:5]=[CH:4][CH:3]=1.B(Br)(Br)Br. Product: [C:1]([N:9]1[CH2:14][CH2:13][C:12]([CH2:16][N:17]2[C:22](=[O:23])[C:21]3[CH:24]=[N:25][N:26]([C:27]4[CH:32]=[CH:31][CH:30]=[CH:29][C:28]=4[OH:33])[C:20]=3[N:19]=[CH:18]2)([OH:15])[CH2:11][CH2:10]1)(=[O:8])[C:2]1[CH:7]=[CH:6][CH:5]=[CH:4][CH:3]=1. The catalyst class is: 4. (2) Reactant: [F:1][C:2]1[CH:7]=[C:6]([F:8])[CH:5]=[CH:4][C:3]=1[N:9]1[N:17]=[C:16]([C:18](O)=[O:19])[C:15]2[C@H:14]3[C:21]([CH3:23])([CH3:22])[C@:11]([CH3:24])([CH2:12][CH2:13]3)[C:10]1=2.C(N(CC)CC)C.F[P-](F)(F)(F)(F)F.N1(O[P+](N(C)C)(N(C)C)N(C)C)C2C=CC=CC=2N=N1.[C:59]([NH2:63])([CH3:62])([CH3:61])[CH3:60]. Product: [C:59]([NH:63][C:18]([C:16]1[C:15]2[C@H:14]3[C:21]([CH3:23])([CH3:22])[C@:11]([CH3:24])([CH2:12][CH2:13]3)[C:10]=2[N:9]([C:3]2[CH:4]=[CH:5][C:6]([F:8])=[CH:7][C:2]=2[F:1])[N:17]=1)=[O:19])([CH3:62])([CH3:61])[CH3:60]. The catalyst class is: 9. (3) Reactant: Cl.[Cl:2][C:3]1[C:4]([F:19])=[C:5]([CH:16]=[CH:17][CH:18]=1)[CH2:6][NH:7][C:8]([C@@H:10]1[CH2:14][C@@H:13]([F:15])[CH2:12][NH:11]1)=[O:9].[C:20]([C:23]1[C:31]2[C:26](=[CH:27][C:28]([OH:32])=[CH:29][CH:30]=2)[N:25]([CH2:33][C:34](O)=[O:35])[CH:24]=1)(=[O:22])[CH3:21].CN(C(ON1N=NC2C=CC=NC1=2)=[N+](C)C)C.F[P-](F)(F)(F)(F)F.CCN(C(C)C)C(C)C. Product: [C:20]([C:23]1[C:31]2[C:26](=[CH:27][C:28]([OH:32])=[CH:29][CH:30]=2)[N:25]([CH2:33][C:34]([N:11]2[CH2:12][C@H:13]([F:15])[CH2:14][C@H:10]2[C:8]([NH:7][CH2:6][C:5]2[CH:16]=[CH:17][CH:18]=[C:3]([Cl:2])[C:4]=2[F:19])=[O:9])=[O:35])[CH:24]=1)(=[O:22])[CH3:21]. The catalyst class is: 3.